From a dataset of Reaction yield outcomes from USPTO patents with 853,638 reactions. Predict the reaction yield, written as a fraction of the theoretical maximum amount of product (1.0 means a 100% yield; for example, 0.34 means a 34% yield). (1) The reactants are [C:1]([OH:8])(=[O:7])/[CH:2]=[CH:3]/[C:4]([OH:6])=[O:5].Cl[CH2:10][C:11]([N:13]1[CH2:18][CH2:17][O:16][CH2:15][CH2:14]1)=[O:12]. The catalyst is CN1CCCC1=O. The product is [N:13]1([C:11](=[O:12])[CH2:10][O:5][C:4](/[CH:3]=[CH:2]/[C:1]([OH:8])=[O:7])=[O:6])[CH2:18][CH2:17][O:16][CH2:15][CH2:14]1. The yield is 0.240. (2) The reactants are [CH3:1][O:2][C:3]1[CH:4]=[C:5]([N:12]2[CH2:17][CH2:16][CH:15]([N:18]3[CH2:23][CH2:22][P:21](=[O:25])([CH3:24])[CH2:20][CH2:19]3)[CH2:14][CH2:13]2)[CH:6]=[CH:7][C:8]=1[N+:9]([O-])=O. The catalyst is [Pd].C(O)C. The product is [CH3:1][O:2][C:3]1[CH:4]=[C:5]([N:12]2[CH2:17][CH2:16][CH:15]([N:18]3[CH2:19][CH2:20][P:21]([CH3:24])(=[O:25])[CH2:22][CH2:23]3)[CH2:14][CH2:13]2)[CH:6]=[CH:7][C:8]=1[NH2:9]. The yield is 0.980.